Predict which catalyst facilitates the given reaction. From a dataset of Catalyst prediction with 721,799 reactions and 888 catalyst types from USPTO. (1) Product: [CH3:1][N:2]([CH2:10][CH2:11][CH:12]([OH:13])[C:15]([F:17])([F:16])[F:14])[C:3](=[O:9])[O:4][C:5]([CH3:8])([CH3:6])[CH3:7]. Reactant: [CH3:1][N:2]([CH2:10][CH2:11][CH:12]=[O:13])[C:3](=[O:9])[O:4][C:5]([CH3:8])([CH3:7])[CH3:6].[F:14][C:15]([Si](C)(C)C)([F:17])[F:16].[F-].C([N+](CCCC)(CCCC)CCCC)CCC.[Cl-].[NH4+]. The catalyst class is: 7. (2) Reactant: [CH3:1][O:2][C:3](=[O:24])[C:4]1[CH:9]=[C:8]([N:10]2[CH:14]=[C:13]([C:15]#[N:16])[N:12]=[CH:11]2)[C:7]([C:17]([F:20])([F:19])[F:18])=[CH:6][C:5]=1[N+:21]([O-])=O. Product: [CH3:1][O:2][C:3](=[O:24])[C:4]1[CH:9]=[C:8]([N:10]2[CH:14]=[C:13]([C:15]#[N:16])[N:12]=[CH:11]2)[C:7]([C:17]([F:18])([F:19])[F:20])=[CH:6][C:5]=1[NH2:21]. The catalyst class is: 19. (3) Reactant: C1(P(C2CCCCC2)C2C=CC=CC=2C2C(C(C)C)=CC(C(C)C)=CC=2C(C)C)CCCCC1.[O:35]1[CH2:40][CH2:39][N:38]([C:41]2[C:46]([NH2:47])=[CH:45][C:44]([N:48]3[CH2:53][CH2:52][O:51][CH2:50][CH2:49]3)=[CH:43][N:42]=2)[CH2:37][CH2:36]1.Cl[C:55]1[C:64]2[C:59](=[CH:60][C:61]([F:66])=[CH:62][C:63]=2[F:65])[N:58]=[C:57]([C:67]2[CH:68]=[N:69][CH:70]=[CH:71][CH:72]=2)[C:56]=1[CH3:73].CC(C)([O-])C.[Na+]. Product: [O:35]1[CH2:40][CH2:39][N:38]([C:41]2[C:46]([NH:47][C:55]3[C:64]4[C:59](=[CH:60][C:61]([F:66])=[CH:62][C:63]=4[F:65])[N:58]=[C:57]([C:67]4[CH:68]=[N:69][CH:70]=[CH:71][CH:72]=4)[C:56]=3[CH3:73])=[CH:45][C:44]([N:48]3[CH2:49][CH2:50][O:51][CH2:52][CH2:53]3)=[CH:43][N:42]=2)[CH2:37][CH2:36]1. The catalyst class is: 101. (4) Reactant: [NH2:1][C:2]1[C:10]2[C:9]([C:11]3[CH:16]=[CH:15][CH:14]=[C:13]([CH3:17])[N:12]=3)=[N:8][C:7]([S:18][CH3:19])=[N:6][C:5]=2[S:4][C:3]=1[C:20]([O:22]CC)=[O:21].[OH-].[Li+]. Product: [NH2:1][C:2]1[C:10]2[C:9]([C:11]3[CH:16]=[CH:15][CH:14]=[C:13]([CH3:17])[N:12]=3)=[N:8][C:7]([S:18][CH3:19])=[N:6][C:5]=2[S:4][C:3]=1[C:20]([OH:22])=[O:21]. The catalyst class is: 38.